From a dataset of Reaction yield outcomes from USPTO patents with 853,638 reactions. Predict the reaction yield, written as a fraction of the theoretical maximum amount of product (1.0 means a 100% yield; for example, 0.34 means a 34% yield). The reactants are [NH2:1][C:2]1[C:10]([N+:11]([O-:13])=[O:12])=[CH:9][CH:8]=[CH:7][C:3]=1[C:4](O)=[O:5].S(Cl)(Cl)=O.[OH-].[NH4+:19].O. The catalyst is C(COC)OC. The product is [NH2:1][C:2]1[C:10]([N+:11]([O-:13])=[O:12])=[CH:9][CH:8]=[CH:7][C:3]=1[C:4]([NH2:19])=[O:5]. The yield is 0.890.